Regression. Given two drug SMILES strings and cell line genomic features, predict the synergy score measuring deviation from expected non-interaction effect. From a dataset of NCI-60 drug combinations with 297,098 pairs across 59 cell lines. (1) Drug 1: C1=NC2=C(N1)C(=S)N=C(N2)N. Drug 2: C(=O)(N)NO. Cell line: HOP-92. Synergy scores: CSS=16.6, Synergy_ZIP=-7.87, Synergy_Bliss=-6.20, Synergy_Loewe=-19.7, Synergy_HSA=-5.26. (2) Drug 2: C1=C(C(=O)NC(=O)N1)F. Synergy scores: CSS=50.6, Synergy_ZIP=-5.28, Synergy_Bliss=-6.79, Synergy_Loewe=-2.58, Synergy_HSA=-0.677. Drug 1: COC1=C(C=C2C(=C1)N=CN=C2NC3=CC(=C(C=C3)F)Cl)OCCCN4CCOCC4. Cell line: UACC62. (3) Drug 1: C1CN1P(=S)(N2CC2)N3CC3. Drug 2: C1=CN(C=N1)CC(O)(P(=O)(O)O)P(=O)(O)O. Cell line: CCRF-CEM. Synergy scores: CSS=20.9, Synergy_ZIP=3.33, Synergy_Bliss=4.34, Synergy_Loewe=-2.45, Synergy_HSA=-3.43. (4) Drug 1: CCC1(CC2CC(C3=C(CCN(C2)C1)C4=CC=CC=C4N3)(C5=C(C=C6C(=C5)C78CCN9C7C(C=CC9)(C(C(C8N6C=O)(C(=O)OC)O)OC(=O)C)CC)OC)C(=O)OC)O.OS(=O)(=O)O. Drug 2: COCCOC1=C(C=C2C(=C1)C(=NC=N2)NC3=CC=CC(=C3)C#C)OCCOC.Cl. Cell line: NCI-H322M. Synergy scores: CSS=24.8, Synergy_ZIP=1.26, Synergy_Bliss=5.05, Synergy_Loewe=4.48, Synergy_HSA=5.54.